This data is from Full USPTO retrosynthesis dataset with 1.9M reactions from patents (1976-2016). The task is: Predict the reactants needed to synthesize the given product. (1) The reactants are: [Br:1][C:2]1[CH:3]=[C:4]2[C:9](=[CH:10][CH:11]=1)[C:8](=[O:12])[NH:7][C:6](=[O:13])[C:5]2=[CH:14]OC.[N:17]1([CH2:23][CH2:24][N:25]2[CH2:30][CH2:29][NH:28][CH2:27][CH2:26]2)[CH2:22][CH2:21][O:20][CH2:19][CH2:18]1. Given the product [Br:1][C:2]1[CH:3]=[C:4]2[C:9](=[CH:10][CH:11]=1)[C:8](=[O:12])[NH:7][C:6](=[O:13])/[C:5]/2=[CH:14]\[N:28]1[CH2:27][CH2:26][N:25]([CH2:24][CH2:23][N:17]2[CH2:18][CH2:19][O:20][CH2:21][CH2:22]2)[CH2:30][CH2:29]1, predict the reactants needed to synthesize it. (2) Given the product [Br:1][C:2]1[C:3]([O:8][C:9]2[CH:15]=[CH:14][C:12]([NH:13][C:17]3[CH:22]=[CH:21][C:20]([CH3:23])=[CH:19][N:18]=3)=[CH:11][CH:10]=2)=[N:4][CH:5]=[CH:6][CH:7]=1, predict the reactants needed to synthesize it. The reactants are: [Br:1][C:2]1[C:3]([O:8][C:9]2[CH:15]=[CH:14][C:12]([NH2:13])=[CH:11][CH:10]=2)=[N:4][CH:5]=[CH:6][CH:7]=1.F[C:17]1[CH:22]=[CH:21][C:20]([CH3:23])=[CH:19][N:18]=1. (3) Given the product [CH2:40]([O:39][CH:38]([O:42][CH2:43][CH3:44])[C@@H:37]([N:25]([CH2:26][C:27]1[CH:28]=[CH:29][CH:30]=[C:31]2[C:36]=1[N:35]=[CH:34][CH:33]=[CH:32]2)[C:23](=[O:24])[C@@H:14]([NH:13][C:10](=[O:12])[CH2:9][N:7]([CH3:8])[NH:6][C:4](=[O:5])[NH:3][CH2:1][CH3:2])[CH2:15][C:16]([O:18][C:19]([CH3:21])([CH3:22])[CH3:20])=[O:17])[CH3:45])[CH3:41], predict the reactants needed to synthesize it. The reactants are: [CH2:1]([NH:3][C:4]([NH:6][N:7]([CH2:9][C:10]([OH:12])=O)[CH3:8])=[O:5])[CH3:2].[NH2:13][C@H:14]([C:23]([N:25]([C@@H:37]([CH3:45])[CH:38]([O:42][CH2:43][CH3:44])[O:39][CH2:40][CH3:41])[CH2:26][C:27]1[CH:28]=[CH:29][CH:30]=[C:31]2[C:36]=1[N:35]=[CH:34][CH:33]=[CH:32]2)=[O:24])[CH2:15][C:16]([O:18][C:19]([CH3:22])([CH3:21])[CH3:20])=[O:17]. (4) Given the product [Cl:21][C:15]1[CH:14]=[C:13]([C:10]2[C:9]([CH3:22])=[N:8][N:7]([CH2:6][C:5]3[CH:4]=[CH:3][C:2]([NH:1][C:35]([CH:32]4[CH2:34][CH2:33]4)=[O:36])=[CH:24][CH:23]=3)[C:11]=2[CH3:12])[CH:20]=[CH:19][C:16]=1[C:17]#[N:18], predict the reactants needed to synthesize it. The reactants are: [NH2:1][C:2]1[CH:24]=[CH:23][C:5]([CH2:6][N:7]2[C:11]([CH3:12])=[C:10]([C:13]3[CH:20]=[CH:19][C:16]([C:17]#[N:18])=[C:15]([Cl:21])[CH:14]=3)[C:9]([CH3:22])=[N:8]2)=[CH:4][CH:3]=1.C(N(CC)CC)C.[CH:32]1([C:35](Cl)=[O:36])[CH2:34][CH2:33]1.[Cl-].[NH4+]. (5) The reactants are: FC(F)(F)S(O[C:7]1[C:11]2[C:12]([O:16][CH3:17])=[N:13][CH:14]=[CH:15][C:10]=2[N:9]([CH:18]2[CH2:22][CH2:21][CH2:20][CH2:19]2)[N:8]=1)(=O)=O.CC1(C)C(C)(C)OB([C:33]2[CH:41]=[CH:40][C:36]([C:37]([NH2:39])=[O:38])=[CH:35][CH:34]=2)O1.C(=O)([O-])[O-].[Na+].[Na+].O. Given the product [CH:18]1([N:9]2[C:10]3[CH:15]=[CH:14][N:13]=[C:12]([O:16][CH3:17])[C:11]=3[C:7]([C:33]3[CH:41]=[CH:40][C:36]([C:37]([NH2:39])=[O:38])=[CH:35][CH:34]=3)=[N:8]2)[CH2:22][CH2:21][CH2:20][CH2:19]1, predict the reactants needed to synthesize it. (6) The reactants are: [Cl:1][C:2]1[CH:3]=[C:4]([CH:6]=[CH:7][CH:8]=1)[NH2:5].C1(P(C2C=CC=CC=2)C2C=CC3C(=CC=CC=3)C=2C2C3C(=CC=CC=3)C=CC=2P(C2C=CC=CC=2)C2C=CC=CC=2)C=CC=CC=1.Br[C:56]1[CH:61]=[CH:60][C:59]([C:62]2[O:77][C:65]3[N:66]=[CH:67][N:68]=[C:69]([N:70]4[CH2:75][CH2:74][CH:73]([OH:76])[CH2:72][CH2:71]4)[C:64]=3[C:63]=2[C:78]2[CH:83]=[CH:82][CH:81]=[CH:80][CH:79]=2)=[CH:58][CH:57]=1.CC(C)([O-])C.[K+]. Given the product [Cl:1][C:2]1[CH:3]=[C:4]([NH:5][C:56]2[CH:57]=[CH:58][C:59]([C:62]3[O:77][C:65]4[N:66]=[CH:67][N:68]=[C:69]([N:70]5[CH2:75][CH2:74][CH:73]([OH:76])[CH2:72][CH2:71]5)[C:64]=4[C:63]=3[C:78]3[CH:83]=[CH:82][CH:81]=[CH:80][CH:79]=3)=[CH:60][CH:61]=2)[CH:6]=[CH:7][CH:8]=1, predict the reactants needed to synthesize it. (7) Given the product [CH3:1][O:2][C:3](=[O:15])[C:4]1[CH:9]=[CH:8][C:7](/[CH:10]=[CH:38]/[C:37]2[C:36]([Cl:35])=[CH:43][C:42]([N:44]3[CH2:45][CH2:46][O:47][CH2:48][CH2:49]3)=[CH:41][C:40]=2[Cl:50])=[C:6]([N+:12]([O-:14])=[O:13])[CH:5]=1, predict the reactants needed to synthesize it. The reactants are: [CH3:1][O:2][C:3](=[O:15])[C:4]1[CH:9]=[CH:8][C:7]([CH2:10]Br)=[C:6]([N+:12]([O-:14])=[O:13])[CH:5]=1.C1(P(C2C=CC=CC=2)C2C=CC=CC=2)C=CC=CC=1.[Cl:35][C:36]1[CH:43]=[C:42]([N:44]2[CH2:49][CH2:48][O:47][CH2:46][CH2:45]2)[CH:41]=[C:40]([Cl:50])[C:37]=1[CH:38]=O.C([O-])([O-])=O.[K+].[K+]. (8) Given the product [CH3:1][O:2][C:3](=[O:28])[CH:4]([NH:27][C:37]([C@@H:36]1[CH2:35][S:34][CH2:33][N:32]1[C:29](=[O:31])[CH3:30])=[O:38])[CH2:5][NH:6][C:7]([N:9]1[CH2:10][CH2:11][C:12]2([N:16]([C:17]3[CH:22]=[CH:21][CH:20]=[CH:19][CH:18]=3)[CH2:15][N:14]([CH3:23])[C:13]2=[O:24])[CH2:25][CH2:26]1)=[O:8], predict the reactants needed to synthesize it. The reactants are: [CH3:1][O:2][C:3](=[O:28])[CH:4]([NH2:27])[CH2:5][NH:6][C:7]([N:9]1[CH2:26][CH2:25][C:12]2([N:16]([C:17]3[CH:22]=[CH:21][CH:20]=[CH:19][CH:18]=3)[CH2:15][N:14]([CH3:23])[C:13]2=[O:24])[CH2:11][CH2:10]1)=[O:8].[C:29]([N:32]1[C@H:36]([C:37](O)=[O:38])[CH2:35][S:34][CH2:33]1)(=[O:31])[CH3:30].CN([P+](ON1N=NC2C=CC=CC1=2)(N(C)C)N(C)C)C.F[P-](F)(F)(F)(F)F.C(N(CC)C(C)C)(C)C. (9) Given the product [C:15]1([N:21]2[C:10](=[O:12])[CH2:9][C:1]([C:2]3[CH:3]=[CH:4][CH:5]=[CH:6][CH:7]=3)=[N:22]2)[CH:20]=[CH:19][CH:18]=[CH:17][CH:16]=1, predict the reactants needed to synthesize it. The reactants are: [C:1]([CH2:9][C:10]([O:12]CC)=O)(=O)[C:2]1[CH:7]=[CH:6][CH:5]=[CH:4][CH:3]=1.[C:15]1([NH:21][NH2:22])[CH:20]=[CH:19][CH:18]=[CH:17][CH:16]=1.